The task is: Predict the product of the given reaction.. This data is from Forward reaction prediction with 1.9M reactions from USPTO patents (1976-2016). Given the reactants C([N:8]1[CH2:13][CH2:12][C:11]2([C:21]3[C:16](=[CH:17][CH:18]=[CH:19][CH:20]=3)[CH:15]=[CH:14]2)[CH2:10][CH2:9]1)(OC(C)(C)C)=O, predict the reaction product. The product is: [NH:8]1[CH2:13][CH2:12][C:11]2([C:21]3[C:16](=[CH:17][CH:18]=[CH:19][CH:20]=3)[CH2:15][CH2:14]2)[CH2:10][CH2:9]1.